From a dataset of Cav3 T-type calcium channel HTS with 100,875 compounds. Binary Classification. Given a drug SMILES string, predict its activity (active/inactive) in a high-throughput screening assay against a specified biological target. (1) The compound is Clc1ccc(N2C(=O)C(N3CCC(CC3)C(=O)N3CCOCC3)CC2=O)cc1. The result is 0 (inactive). (2) The compound is Clc1c(NC(=O)CC)cc2nn(nc2c1)c1ccccc1. The result is 0 (inactive). (3) The molecule is s1\c([nH]c(c2cc(O)c(O)cc2)c1)=C1/C=CC(=O)C=C1. The result is 0 (inactive).